The task is: Predict the reaction yield, written as a fraction of the theoretical maximum amount of product (1.0 means a 100% yield; for example, 0.34 means a 34% yield).. This data is from Reaction yield outcomes from USPTO patents with 853,638 reactions. (1) The reactants are [F:1][CH:2]([F:40])[O:3][C:4]1[CH:9]=[CH:8][CH:7]=[CH:6][C:5]=1[CH2:10][N:11]1[C:15]2[CH:16]=[C:17]([C:21]3[CH:22]=[N:23][C:24]([C:27]4([OH:38])[CH2:30][N:29]([C:31]([O:33]C(C)(C)C)=[O:32])[CH2:28]4)=[N:25][CH:26]=3)[C:18]([F:20])=[CH:19][C:14]=2[N:13]=[C:12]1[CH3:39].Cl. The catalyst is O1CCOCC1. The product is [CH:31]([OH:33])=[O:32].[F:40][CH:2]([F:1])[O:3][C:4]1[CH:9]=[CH:8][CH:7]=[CH:6][C:5]=1[CH2:10][N:11]1[C:15]2[CH:16]=[C:17]([C:21]3[CH:26]=[N:25][C:24]([C:27]4([OH:38])[CH2:30][NH:29][CH2:28]4)=[N:23][CH:22]=3)[C:18]([F:20])=[CH:19][C:14]=2[N:13]=[C:12]1[CH3:39]. The yield is 0.130. (2) The reactants are [CH3:1][O:2][C:3]1[CH:8]=[CH:7][CH:6]=[C:5]([O:9][CH3:10])[C:4]=1[CH3:11].[Br-:12].[Br-].O1CCOCC1.O. The catalyst is CCOCC. The product is [Br:12][C:8]1[C:3]([O:2][CH3:1])=[C:4]([CH3:11])[C:5]([O:9][CH3:10])=[CH:6][CH:7]=1. The yield is 1.00. (3) The reactants are O.NN.[Cl:4][C:5]1[CH:6]=[C:7]([CH:33]=[CH:34][CH:35]=1)[NH:8][C:9]1[N:14]=[C:13]([C:15]2[N:19]([CH2:20][CH2:21][N:22]3C(=O)C4=CC=CC=C4C3=O)[CH:18]=[N:17][CH:16]=2)[CH:12]=[CH:11][N:10]=1. The catalyst is CCO. The product is [NH2:22][CH2:21][CH2:20][N:19]1[C:15]([C:13]2[CH:12]=[CH:11][N:10]=[C:9]([NH:8][C:7]3[CH:33]=[CH:34][CH:35]=[C:5]([Cl:4])[CH:6]=3)[N:14]=2)=[CH:16][N:17]=[CH:18]1. The yield is 0.590. (4) The reactants are [OH:1][CH2:2][C:3]1[CH:11]=[C:10]2[N:6]([CH2:7][CH2:8][CH2:9]2)[C:5](=[O:12])[CH:4]=1.I(C1C=CC=CC=1C(O)=O)(=O)=O. The catalyst is CC(C)=O. The product is [O:12]=[C:5]1[CH:4]=[C:3]([CH:2]=[O:1])[CH:11]=[C:10]2[N:6]1[CH2:7][CH2:8][CH2:9]2. The yield is 1.01. (5) The reactants are [CH2:1]([O:3][C:4](=[O:27])/[CH:5]=[CH:6]/[C:7]1[CH:8]=[C:9]([F:26])[C:10]([NH:13][C@@H:14]2[CH2:18][CH2:17][N:16](C(OC(C)(C)C)=O)[CH2:15]2)=[N:11][CH:12]=1)[CH3:2].Cl. The catalyst is CCO.O1CCOCC1. The product is [F:26][C:9]1[CH:8]=[C:7](/[CH:6]=[CH:5]/[C:4]([O:3][CH2:1][CH3:2])=[O:27])[CH:12]=[N:11][C:10]=1[NH:13][C@@H:14]1[CH2:18][CH2:17][NH:16][CH2:15]1. The yield is 0.830. (6) The reactants are [NH2:1][C:2]1[CH:10]=[C:9]([F:11])[C:8]([F:12])=[CH:7][C:3]=1[C:4](O)=[O:5].[NH:13]1CCCC[CH2:14]1.N1C=NC=NC=1. The catalyst is C(O)C. The product is [F:12][C:8]1[CH:7]=[C:3]2[C:2](=[CH:10][C:9]=1[F:11])[N:1]=[CH:14][NH:13][C:4]2=[O:5]. The yield is 0.860. (7) The product is [C:1]1([CH2:7][CH2:8][CH2:9][CH2:10][O:11][CH2:12][CH2:13][CH:14]=[O:15])[CH:6]=[CH:5][CH:4]=[CH:3][CH:2]=1. The yield is 0.580. The catalyst is C(Cl)Cl. The reactants are [C:1]1([CH2:7][CH2:8][CH2:9][CH2:10][O:11][CH2:12][CH2:13][CH2:14][OH:15])[CH:6]=[CH:5][CH:4]=[CH:3][CH:2]=1.CC(OI1(OC(C)=O)(OC(C)=O)OC(=O)C2C=CC=CC1=2)=O.